From a dataset of Forward reaction prediction with 1.9M reactions from USPTO patents (1976-2016). Predict the product of the given reaction. (1) The product is: [CH2:1]([C@H:8]([NH:19][C:20](=[O:43])[O:21][NH:22][C:23](=[O:42])[C@@H:24]([NH:29][C:30]([C:32]1[CH:41]=[CH:40][C:39]2[C:34](=[CH:35][CH:36]=[CH:37][CH:38]=2)[N:33]=1)=[O:31])[CH2:25][C:26]([NH2:28])=[O:27])[C@H:9]([OH:18])[CH2:10][N:11]([O:12][CH:13]1[CH2:14][CH2:15][CH2:16][CH2:17]1)[S:72]([C:69]1[CH:70]=[C:71]2[C:66]([CH:65]=[N:64][NH:63]2)=[CH:67][CH:68]=1)(=[O:74])=[O:73])[C:2]1[CH:7]=[CH:6][CH:5]=[CH:4][CH:3]=1. Given the reactants [CH2:1]([C@H:8]([NH:19][C:20](=[O:43])[O:21][NH:22][C:23](=[O:42])[C@@H:24]([NH:29][C:30]([C:32]1[CH:41]=[CH:40][C:39]2[C:34](=[CH:35][CH:36]=[CH:37][CH:38]=2)[N:33]=1)=[O:31])[CH2:25][C:26]([NH2:28])=[O:27])[C@H:9]([OH:18])[CH2:10][NH:11][O:12][CH:13]1[CH2:17][CH2:16][CH2:15][CH2:14]1)[C:2]1[CH:7]=[CH:6][CH:5]=[CH:4][CH:3]=1.C([N:63]1[C:71]2[C:66](=[CH:67][CH:68]=[C:69]([S:72](Cl)(=[O:74])=[O:73])[CH:70]=2)[CH:65]=[N:64]1)(C1C=CC=CC=1)(C1C=CC=CC=1)C1C=CC=CC=1.C(N(C(C)C)CC)(C)C, predict the reaction product. (2) Given the reactants [C:1]([O:5][C:6]([C@H:8]1[CH2:10][C@@H:9]1[C@@:11]([CH3:24])([NH:17][S@@](C(C)(C)C)=O)[C:12]([F:16])([F:15])[CH2:13][OH:14])=[O:7])(C)(C)[CH3:2].S(Cl)(Cl)=O, predict the reaction product. The product is: [CH2:1]([O:5][C:6]([C@H:8]1[CH2:10][C@@H:9]1[C@:11]([NH2:17])([CH3:24])[C:12]([F:16])([F:15])[CH2:13][OH:14])=[O:7])[CH3:2].